Dataset: NCI-60 drug combinations with 297,098 pairs across 59 cell lines. Task: Regression. Given two drug SMILES strings and cell line genomic features, predict the synergy score measuring deviation from expected non-interaction effect. Drug 1: CC12CCC3C(C1CCC2=O)CC(=C)C4=CC(=O)C=CC34C. Drug 2: CC(C1=C(C=CC(=C1Cl)F)Cl)OC2=C(N=CC(=C2)C3=CN(N=C3)C4CCNCC4)N. Cell line: SF-268. Synergy scores: CSS=57.9, Synergy_ZIP=1.18, Synergy_Bliss=1.32, Synergy_Loewe=-2.52, Synergy_HSA=-0.304.